The task is: Regression. Given a peptide amino acid sequence and an MHC pseudo amino acid sequence, predict their binding affinity value. This is MHC class I binding data.. This data is from Peptide-MHC class I binding affinity with 185,985 pairs from IEDB/IMGT. (1) The peptide sequence is KAINVLRGF. The MHC is HLA-B57:01 with pseudo-sequence HLA-B57:01. The binding affinity (normalized) is 0.886. (2) The peptide sequence is LMAEALKE. The MHC is Mamu-B03 with pseudo-sequence Mamu-B03. The binding affinity (normalized) is 0. (3) The peptide sequence is FTINIAAYL. The MHC is HLA-A02:01 with pseudo-sequence HLA-A02:01. The binding affinity (normalized) is 0.555.